Dataset: Reaction yield outcomes from USPTO patents with 853,638 reactions. Task: Predict the reaction yield, written as a fraction of the theoretical maximum amount of product (1.0 means a 100% yield; for example, 0.34 means a 34% yield). (1) The reactants are C1(=O)C=CC(=[O:7])C=C1.Cl(O)(=O)(=O)=O.[CH2:14]([O:21][C:22]1[CH:27]=[CH:26][C:25]([C@H:28]2[N:31]([C:32]3[CH:37]=[CH:36][C:35]([F:38])=[CH:34][CH:33]=3)[C:30](=[O:39])[C@@H:29]2[CH2:40]/[CH:41]=[CH:42]\[C:43]2[CH:48]=[CH:47][C:46]([F:49])=[CH:45][CH:44]=2)=[CH:24][CH:23]=1)[C:15]1[CH:20]=[CH:19][CH:18]=[CH:17][CH:16]=1. The catalyst is C(#N)C.CC([O-])=O.CC([O-])=O.[Pd+2]. The product is [CH2:14]([O:21][C:22]1[CH:23]=[CH:24][C:25]([C@H:28]2[N:31]([C:32]3[CH:37]=[CH:36][C:35]([F:38])=[CH:34][CH:33]=3)[C:30](=[O:39])[C@@H:29]2[CH2:40][CH2:41][C:42]([C:43]2[CH:48]=[CH:47][C:46]([F:49])=[CH:45][CH:44]=2)=[O:7])=[CH:26][CH:27]=1)[C:15]1[CH:16]=[CH:17][CH:18]=[CH:19][CH:20]=1. The yield is 0.860. (2) The yield is 0.960. The product is [C:9]([O:8][C:6](=[O:7])[NH:1][CH2:2][C:3](=[O:5])[NH:37][CH2:36][C:35]1[CH:38]=[C:39]([C:41]([F:42])([F:43])[F:44])[CH:40]=[C:33]([F:32])[CH:34]=1)([CH3:12])([CH3:11])[CH3:10]. The reactants are [NH:1]([C:6]([O:8][C:9]([CH3:12])([CH3:11])[CH3:10])=[O:7])[CH2:2][C:3]([OH:5])=O.C(N=C=NC(C)C)(C)C.C1C=CC2N(O)N=NC=2C=1.[F:32][C:33]1[CH:34]=[C:35]([CH:38]=[C:39]([C:41]([F:44])([F:43])[F:42])[CH:40]=1)[CH2:36][NH2:37]. The catalyst is CN(C=O)C. (3) The reactants are [CH2:1]([O:3][C:4](=[O:22])[C:5]([CH3:21])([O:14][C:15]1[CH:20]=[CH:19][CH:18]=[CH:17][CH:16]=1)[CH2:6][C:7]1[CH:12]=[CH:11][CH:10]=[C:9]([OH:13])[CH:8]=1)[CH3:2].[CH3:23][N:24]1[CH:28]([CH2:29][CH2:30]OS(C2C=CC(C)=CC=2)(=O)=O)[CH2:27][N:26]([CH2:42][C:43]2[CH:48]=[CH:47][C:46]([C:49]([F:52])([F:51])[F:50])=[CH:45][CH:44]=2)[C:25]1=[O:53].C([O-])([O-])=O.[Cs+].[Cs+]. The catalyst is CN(C=O)C. The product is [CH2:1]([O:3][C:4](=[O:22])[C:5]([CH3:21])([O:14][C:15]1[CH:20]=[CH:19][C:18]([C:49]([F:52])([F:51])[F:50])=[CH:17][CH:16]=1)[CH2:6][C:7]1[CH:12]=[CH:11][CH:10]=[C:9]([O:13][CH2:30][CH2:29][CH:28]2[CH2:27][N:26]([CH2:42][C:43]3[CH:48]=[CH:47][C:46]([C:49]([F:52])([F:51])[F:50])=[CH:45][CH:44]=3)[C:25](=[O:53])[N:24]2[CH3:23])[CH:8]=1)[CH3:2]. The yield is 0.640. (4) The reactants are [CH:1]([C:4]1[CH:9]=[CH:8][C:7]([CH:10]2[C:14]3[C:15]([CH3:22])=[C:16]([NH2:21])[C:17]([CH3:20])=[C:18]([CH3:19])[C:13]=3[O:12][C:11]2([CH3:24])[CH3:23])=[CH:6][CH:5]=1)([CH3:3])[CH3:2].[CH3:25][O:26][C:27]1[CH:28]=[C:29]([CH:33]=[CH:34][C:35]=1[O:36][CH3:37])[C:30](Cl)=[O:31]. The catalyst is C(OCC)(=O)C.CCCCCC. The product is [CH:1]([C:4]1[CH:9]=[CH:8][C:7]([CH:10]2[C:14]3[C:15]([CH3:22])=[C:16]([NH:21][C:30](=[O:31])[C:29]4[CH:33]=[CH:34][C:35]([O:36][CH3:37])=[C:27]([O:26][CH3:25])[CH:28]=4)[C:17]([CH3:20])=[C:18]([CH3:19])[C:13]=3[O:12][C:11]2([CH3:24])[CH3:23])=[CH:6][CH:5]=1)([CH3:3])[CH3:2]. The yield is 0.710. (5) The reactants are Br[CH2:2][C:3]([O:5][CH2:6][CH3:7])=[O:4].[CH3:8][CH:9]([NH2:16])[C:10]1[CH:15]=[CH:14][CH:13]=[CH:12][CH:11]=1.C(N(C(C)C)C(C)C)C. The catalyst is C1(C)C=CC=CC=1. The product is [C:10]1([C@H:9]([NH:16][CH2:2][C:3]([O:5][CH2:6][CH3:7])=[O:4])[CH3:8])[CH:15]=[CH:14][CH:13]=[CH:12][CH:11]=1. The yield is 0.630.